From a dataset of Full USPTO retrosynthesis dataset with 1.9M reactions from patents (1976-2016). Predict the reactants needed to synthesize the given product. (1) Given the product [F:13][C:14]1[CH:19]=[CH:18][CH:17]=[CH:16][C:15]=1[NH:20][NH:21][C:4](=[O:6])[C:3]1[C:7]([F:11])=[CH:8][CH:9]=[CH:10][C:2]=1[NH2:1], predict the reactants needed to synthesize it. The reactants are: [NH2:1][C:2]1[CH:10]=[CH:9][CH:8]=[C:7]([F:11])[C:3]=1[C:4]([OH:6])=O.Cl.[F:13][C:14]1[CH:19]=[CH:18][CH:17]=[CH:16][C:15]=1[NH:20][NH2:21].C1C=CC2N(O)N=NC=2C=1.CN1CCOCC1.CCN=C=NCCCN(C)C.Cl. (2) Given the product [NH2:1][C:4]1[CH:5]=[C:6]([C:10]2[CH:15]=[CH:14][CH:13]=[C:12]([C:16]([O:18][CH3:19])=[O:17])[CH:11]=2)[CH:7]=[CH:8][CH:9]=1, predict the reactants needed to synthesize it. The reactants are: [N+:1]([C:4]1[CH:5]=[C:6]([C:10]2[CH:15]=[CH:14][CH:13]=[C:12]([C:16]([O:18][CH3:19])=[O:17])[CH:11]=2)[CH:7]=[CH:8][CH:9]=1)([O-])=O.C(O)(=O)C. (3) Given the product [F:1][C:2]1[CH:3]=[C:4]([NH:26][C@@H:27]2[CH2:30][C@H:29]([C:31]([OH:33])=[O:32])[CH2:28]2)[CH:5]=[CH:6][C:7]=1[C:8]1[S:9][C:10]2[C:15]([N:16]=1)=[CH:14][CH:13]=[C:12]([C:17]1([C:20]3[CH:25]=[CH:24][CH:23]=[CH:22][CH:21]=3)[CH2:18][CH2:19]1)[N:11]=2, predict the reactants needed to synthesize it. The reactants are: [F:1][C:2]1[CH:3]=[C:4]([NH:26][C@@H:27]2[CH2:30][C@H:29]([C:31]([O:33]C)=[O:32])[CH2:28]2)[CH:5]=[CH:6][C:7]=1[C:8]1[S:9][C:10]2[C:15]([N:16]=1)=[CH:14][CH:13]=[C:12]([C:17]1([C:20]3[CH:25]=[CH:24][CH:23]=[CH:22][CH:21]=3)[CH2:19][CH2:18]1)[N:11]=2.[OH-].[Na+].Cl. (4) Given the product [Cl:1][C:2]1[CH:3]=[N:4][N:5]([C:7]2[CH:12]=[CH:11][N:10]=[CH:9][C:8]=2[N:13]2[CH2:18][CH2:17][CH:16]([C:19]([NH:30][CH:27]3[CH2:28][CH2:29][O:24][CH2:25][CH2:26]3)=[O:21])[C:15]([F:22])([F:23])[CH2:14]2)[CH:6]=1, predict the reactants needed to synthesize it. The reactants are: [Cl:1][C:2]1[CH:3]=[N:4][N:5]([C:7]2[CH:12]=[CH:11][N:10]=[CH:9][C:8]=2[N:13]2[CH2:18][CH2:17][CH:16]([C:19]([OH:21])=O)[C:15]([F:23])([F:22])[CH2:14]2)[CH:6]=1.[O:24]1[CH2:29][CH2:28][CH:27]([NH2:30])[CH2:26][CH2:25]1.CN(C(ON1N=NC2C=CC=NC1=2)=[N+](C)C)C.F[P-](F)(F)(F)(F)F.CCN(C(C)C)C(C)C. (5) The reactants are: [NH2:1][C:2]1[CH:10]=[C:9]([Cl:11])[C:8]([O:12][CH3:13])=[CH:7][C:3]=1[C:4]([OH:6])=[O:5].[CH2:14](OC(=O)C1C=CC(Br)=C(C(F)(F)F)C=1)[CH3:15]. Given the product [NH2:1][C:2]1[CH:10]=[C:9]([Cl:11])[C:8]([O:12][CH3:13])=[CH:7][C:3]=1[C:4]([O:6][CH2:14][CH3:15])=[O:5], predict the reactants needed to synthesize it. (6) Given the product [F:28][C:2]([F:27])([F:1])[C:3]([C:5]1[C:13]2[C:8](=[CH:9][CH:10]=[CH:11][C:12]=2[C:30]2[CH:31]=[N:32][CH:33]=[CH:34][CH:35]=2)[N:7]([CH2:23][CH2:24][O:25][CH3:26])[CH:6]=1)=[O:4], predict the reactants needed to synthesize it. The reactants are: [F:1][C:2]([F:28])([F:27])[C:3]([C:5]1[C:13]2[C:8](=[CH:9][CH:10]=[CH:11][C:12]=2B2OC(C)(C)C(C)(C)O2)[N:7]([CH2:23][CH2:24][O:25][CH3:26])[CH:6]=1)=[O:4].Br[C:30]1[CH:31]=[N:32][CH:33]=[CH:34][CH:35]=1.C([O-])([O-])=O.[Cs+].[Cs+].C(Cl)Cl. (7) Given the product [F:1][C:2]1([F:22])[CH2:7][CH2:6][CH2:5][CH:4]([C:8]2[CH:13]=[CH:12][C:11]([OH:14])=[CH:10][C:9]=2[OH:18])[CH2:3]1, predict the reactants needed to synthesize it. The reactants are: [F:1][C:2]1([F:22])[CH2:7][CH2:6][CH2:5][CH:4]([C:8]2[CH:13]=[CH:12][C:11]([O:14]COC)=[CH:10][C:9]=2[O:18]COC)[CH2:3]1. (8) Given the product [C:26]([NH:30][S:31]([C:34]1[CH:39]=[C:38]([C:2]2[CH:7]=[CH:6][CH:5]=[C:4]([C:8]3[N:13]=[C:12]([C:14]4[CH:19]=[CH:18][C:17]([Cl:20])=[C:16]([Cl:21])[CH:15]=4)[CH:11]=[C:10]([C:22]([F:23])([F:25])[F:24])[N:9]=3)[CH:3]=2)[CH:37]=[CH:36][CH:35]=1)(=[O:33])=[O:32])([CH3:29])([CH3:27])[CH3:28], predict the reactants needed to synthesize it. The reactants are: Br[C:2]1[CH:3]=[C:4]([C:8]2[N:13]=[C:12]([C:14]3[CH:19]=[CH:18][C:17]([Cl:20])=[C:16]([Cl:21])[CH:15]=3)[CH:11]=[C:10]([C:22]([F:25])([F:24])[F:23])[N:9]=2)[CH:5]=[CH:6][CH:7]=1.[C:26]([NH:30][S:31]([C:34]1[CH:35]=[C:36](B(O)O)[CH:37]=[CH:38][CH:39]=1)(=[O:33])=[O:32])([CH3:29])([CH3:28])[CH3:27].